Predict which catalyst facilitates the given reaction. From a dataset of Catalyst prediction with 721,799 reactions and 888 catalyst types from USPTO. (1) The catalyst class is: 4. Product: [OH:1][C:2]1[C:7]2[S:8][CH:9]=[CH:10][C:6]=2[CH:5]=[C:4]([C:11]#[N:13])[CH:3]=1. Reactant: [OH:1][C:2]1[C:7]2[S:8][CH:9]=[CH:10][C:6]=2[CH:5]=[C:4]([C:11]([NH2:13])=O)[CH:3]=1.C(N(CC)CC)C.FC(F)(F)C(OC(=O)C(F)(F)F)=O.CO. (2) Reactant: [Br:1][C:2]1[CH:3]=[CH:4][C:5]2[N:6]([CH:16]3[CH2:21][CH2:20][N:19](C)[CH2:18][CH2:17]3)[C:7]3[C:12]([S:13][C:14]=2[CH:15]=1)=[CH:11][CH:10]=[CH:9][CH:8]=3.ClC(OC(Cl)C)=O. Product: [Br:1][C:2]1[CH:3]=[CH:4][C:5]2[N:6]([CH:16]3[CH2:21][CH2:20][NH:19][CH2:18][CH2:17]3)[C:7]3[C:12]([S:13][C:14]=2[CH:15]=1)=[CH:11][CH:10]=[CH:9][CH:8]=3. The catalyst class is: 26. (3) Reactant: Br[C:2]1[CH:7]=[C:6]([N+:8]([O-:10])=[O:9])[CH:5]=[CH:4][C:3]=1[N:11]1[CH2:16][CH2:15][N:14]([CH3:17])[CH2:13][CH2:12]1.[CH2:18]([Sn](CCCC)(CCCC)C(C)=C)[CH2:19][CH2:20]C. Product: [CH3:17][N:14]1[CH2:15][CH2:16][N:11]([C:3]2[CH:4]=[CH:5][C:6]([N+:8]([O-:10])=[O:9])=[CH:7][C:2]=2[C:19]([CH3:20])=[CH2:18])[CH2:12][CH2:13]1. The catalyst class is: 77. (4) Reactant: Cl.[CH3:2][C:3]1[O:4][C:5]2[C:14]3[CH:13]([CH2:15][CH2:16][NH2:17])[CH2:12][CH2:11][C:10]=3[CH:9]=[CH:8][C:6]=2[N:7]=1.C(N(CC)CC)C.[C:25]([O:28][CH:29]([CH3:33])[C:30](Cl)=[O:31])(=[O:27])[CH3:26]. Product: [C:25]([O:28][CH:29]([CH3:33])[C:30]([NH:17][CH2:16][CH2:15][CH:13]1[C:14]2[C:5]3[O:4][C:3]([CH3:2])=[N:7][C:6]=3[CH:8]=[CH:9][C:10]=2[CH2:11][CH2:12]1)=[O:31])(=[O:27])[CH3:26]. The catalyst class is: 7. (5) Product: [CH2:48]([O:47][C:44](=[O:46])[CH2:45][CH:19]([C:21]1[CH:26]=[CH:25][N:24]=[C:23]([O:27][CH2:28][CH:29]2[CH2:34][CH2:33][N:32]([C:35]([O:37][C:38]([CH3:41])([CH3:40])[CH3:39])=[O:36])[CH2:31][CH2:30]2)[CH:22]=1)[OH:20])[CH3:49]. Reactant: C(NC(C)C)(C)C.CCCCCC.C([Li])CCC.[CH:19]([C:21]1[CH:26]=[CH:25][N:24]=[C:23]([O:27][CH2:28][CH:29]2[CH2:34][CH2:33][N:32]([C:35]([O:37][C:38]([CH3:41])([CH3:40])[CH3:39])=[O:36])[CH2:31][CH2:30]2)[CH:22]=1)=[O:20].[Cl-].[NH4+].[C:44]([O:47][CH2:48][CH3:49])(=[O:46])[CH3:45]. The catalyst class is: 1.